From a dataset of Forward reaction prediction with 1.9M reactions from USPTO patents (1976-2016). Predict the product of the given reaction. (1) Given the reactants CS(O[CH2:6][CH2:7][CH:8]([CH2:11]O)[C:9]#[N:10])(=O)=O.[C:13](=[O:26])([O:19][NH:20][C:21]([O:23][CH2:24][CH3:25])=[O:22])[O:14][C:15]([CH3:18])([CH3:17])[CH3:16].C(=O)([O-])ON(C(C)(C)C)C(OCC)=O.C(=O)([O-])[O-].[K+].[K+], predict the reaction product. The product is: [C:13](=[O:26])([O:14][C:15]([CH3:18])([CH3:17])[CH3:16])[O:19][N:20]([CH2:6][CH2:7][C:8]([C:9]#[N:10])=[CH2:11])[C:21]([O:23][CH2:24][CH3:25])=[O:22]. (2) Given the reactants [I:1][C:2]1[CH:3]=[C:4]([CH3:9])[C:5](=[O:8])[NH:6][CH:7]=1.[C:10](=O)([O-])[O-].[K+].[K+].IC, predict the reaction product. The product is: [I:1][C:2]1[CH:3]=[C:4]([CH3:9])[C:5](=[O:8])[N:6]([CH3:10])[CH:7]=1. (3) Given the reactants [NH2:1][C:2]1[CH:7]=[CH:6][C:5]([F:8])=[CH:4][C:3]=1[NH:9][C:10](=O)[C:11]1[CH:16]=[C:15]([Br:17])[CH:14]=[CH:13][C:12]=1[Cl:18], predict the reaction product. The product is: [Br:17][C:15]1[CH:14]=[CH:13][C:12]([Cl:18])=[C:11]([C:10]2[NH:1][C:2]3[CH:7]=[CH:6][C:5]([F:8])=[CH:4][C:3]=3[N:9]=2)[CH:16]=1. (4) Given the reactants [OH:1][CH2:2][C:3]([O:5][CH2:6][CH3:7])=[O:4].[H-].[Na+].Cl[C:11]1[N:12]([C:27]2[CH:32]=[CH:31][CH:30]=[CH:29][CH:28]=2)[C:13](=[O:26])[C:14]2[C:19]([C:20]3[CH:25]=[CH:24][CH:23]=[CH:22][CH:21]=3)=[CH:18][S:17][C:15]=2[N:16]=1.Cl, predict the reaction product. The product is: [CH2:6]([O:5][C:3](=[O:4])[CH2:2][O:1][C:11]1[N:12]([C:27]2[CH:32]=[CH:31][CH:30]=[CH:29][CH:28]=2)[C:13](=[O:26])[C:14]2[C:19]([C:20]3[CH:21]=[CH:22][CH:23]=[CH:24][CH:25]=3)=[CH:18][S:17][C:15]=2[N:16]=1)[CH3:7].